This data is from Forward reaction prediction with 1.9M reactions from USPTO patents (1976-2016). The task is: Predict the product of the given reaction. (1) Given the reactants [Br:1][C:2]1[CH:3]=[C:4]2[C:9](=[CH:10][CH:11]=1)[O:8][C:7]([C:12](N(OC)C)=[O:13])=[CH:6][C:5]2=[O:18].[CH3:19][Mg]Br.[NH4+].[Cl-], predict the reaction product. The product is: [C:12]([C:7]1[O:8][C:9]2[C:4]([C:5](=[O:18])[CH:6]=1)=[CH:3][C:2]([Br:1])=[CH:11][CH:10]=2)(=[O:13])[CH3:19]. (2) Given the reactants C(OC(C1CC(O)CN1C(=O)[CH:15]([NH:20][C:21](=[O:38])[CH:22](C1CCCCC1)[NH:23][C:24]([C:26]1[CH:31]=[N:30][CH:29]=[CH:28][N:27]=1)=[O:25])[C:16]([CH3:19])([CH3:18])[CH3:17])=O)(C)(C)C.[C:53]1(P([C:53]2[CH:58]=[CH:57][CH:56]=[CH:55][CH:54]=2)[C:53]2[CH:58]=[CH:57][CH:56]=[CH:55][CH:54]=2)[CH:58]=[CH:57][CH:56]=[CH:55][CH:54]=1.[OH:59][C:60]1[CH:65]=[C:64](Cl)[CH:63]=[CH:62][N:61]=1.N(C(OCC)=O)=N[C:69]([O:71]CC)=[O:70].FC(F)(F)C(O)=O, predict the reaction product. The product is: [CH:53]1([CH:22]([NH:23][C:24]([C:26]2[CH:31]=[N:30][CH:29]=[CH:28][N:27]=2)=[O:25])[C:21]([NH:20][CH2:15][C:16]([CH3:17])([CH3:18])[CH2:19][C:60]([C:65]2([C:69]([OH:71])=[O:70])[CH2:64][CH2:63][CH2:62][NH:61]2)=[O:59])=[O:38])[CH2:54][CH2:55][CH2:56][CH2:57][CH2:58]1. (3) Given the reactants [CH3:1][O:2][C:3]([C:5]1[CH:10]=[CH:9][N:8]2[CH:11]=[CH:12][N:13]=[C:7]2[CH:6]=1)=[O:4].C([O-])(=O)C.[Na+].[Br:19]Br.S([O-])([O-])=O.[Na+].[Na+], predict the reaction product. The product is: [NH3:8].[CH3:1][O:2][C:3]([C:5]1[CH:10]=[CH:9][N:8]2[C:11]([Br:19])=[CH:12][N:13]=[C:7]2[CH:6]=1)=[O:4]. (4) Given the reactants C(=O)([O-])[O-].[K+].[K+].C[Si](C)(C)[C:9]#[C:10][C:11]1[CH:16]=[CH:15][CH:14]=[C:13]([C:17]([F:20])([F:19])[F:18])[CH:12]=1.Cl, predict the reaction product. The product is: [C:10]([C:11]1[CH:16]=[CH:15][CH:14]=[C:13]([C:17]([F:18])([F:19])[F:20])[CH:12]=1)#[CH:9].